From a dataset of Reaction yield outcomes from USPTO patents with 853,638 reactions. Predict the reaction yield, written as a fraction of the theoretical maximum amount of product (1.0 means a 100% yield; for example, 0.34 means a 34% yield). (1) The reactants are C([O:9][C:10]1[C:19]2[C:14](=[N:15][CH:16]=[C:17]([I:20])[CH:18]=2)[N:13]([CH3:21])[C:12](=[O:22])[CH:11]=1)(=O)CCC(OC)=O.Cl[C:24](=[O:31])[CH2:25][CH2:26][C:27]([O:29]C)=[O:28].OC1C2C(=NC=C(I)C=2)N(C)C(=O)C=1. The catalyst is ClCCCl. The product is [OH:9][C:10]1[C:19]2[C:14](=[N:15][CH:16]=[C:17]([I:20])[CH:18]=2)[N:13]([CH3:21])[C:12](=[O:22])[C:11]=1[C:24](=[O:31])[CH2:25][CH2:26][C:27]([OH:29])=[O:28]. The yield is 0.600. (2) The reactants are BrCCO[Si](C(C)(C)C)(C)C.C([O-])([O-])=O.[Na+].[Na+].[Si]([O:25][CH2:26][CH2:27][N:28]([C:33]1[C:52]([C:53]2[CH:54]=[C:55]([CH:61]=[CH:62][CH:63]=2)[C:56]([O:58]CC)=[O:57])=[CH:51][C:36]2[C:37]([C:47](=[O:50])[NH:48][CH3:49])=[C:38]([C:40]3[CH:45]=[CH:44][C:43]([F:46])=[CH:42][CH:41]=3)[O:39][C:35]=2[CH:34]=1)[S:29]([CH3:32])(=[O:31])=[O:30])(C(C)(C)C)(C)C.[OH-].[Na+]. The catalyst is CN(C=O)C.CCOC(C)=O. The product is [F:46][C:43]1[CH:44]=[CH:45][C:40]([C:38]2[O:39][C:35]3[CH:34]=[C:33]([N:28]([CH2:27][CH2:26][OH:25])[S:29]([CH3:32])(=[O:31])=[O:30])[C:52]([C:53]4[CH:54]=[C:55]([CH:61]=[CH:62][CH:63]=4)[C:56]([OH:58])=[O:57])=[CH:51][C:36]=3[C:37]=2[C:47](=[O:50])[NH:48][CH3:49])=[CH:41][CH:42]=1. The yield is 0.970. (3) The reactants are [CH2:1]([CH:3]1[CH2:7][C:6](=O)[CH2:5][CH:4]1[C:9]([O:11][CH2:12][CH3:13])=[O:10])[CH3:2].CC(O)=O.[CH2:18]([NH:25][CH2:26][C:27]1[CH:32]=[CH:31][CH:30]=[CH:29][CH:28]=1)[C:19]1[CH:24]=[CH:23][CH:22]=[CH:21][CH:20]=1.[BH-](OC(C)=O)(OC(C)=O)OC(C)=O.[Na+].C([O-])(O)=O.[Na+]. The catalyst is ClCCCl. The product is [CH2:26]([N:25]([CH2:18][C:19]1[CH:24]=[CH:23][CH:22]=[CH:21][CH:20]=1)[CH:6]1[CH2:5][CH:4]([C:9]([O:11][CH2:12][CH3:13])=[O:10])[CH:3]([CH2:1][CH3:2])[CH2:7]1)[C:27]1[CH:32]=[CH:31][CH:30]=[CH:29][CH:28]=1. The yield is 0.720. (4) The reactants are [CH3:1][C:2]1[CH:7]=[CH:6][C:5]([S:8]([O:11][CH2:12][CH:13]2[CH2:17][C:16]3[CH:18]=[CH:19][CH:20]=[C:21](OS(C(F)(F)F)(=O)=O)[C:15]=3[O:14]2)(=[O:10])=[O:9])=[CH:4][CH:3]=1.[C:30]1(B(O)O)[CH:35]=[CH:34][CH:33]=[CH:32][CH:31]=1.P([O-])([O-])([O-])=O.[K+].[K+].[K+]. The catalyst is C1C=CC([P]([Pd]([P](C2C=CC=CC=2)(C2C=CC=CC=2)C2C=CC=CC=2)([P](C2C=CC=CC=2)(C2C=CC=CC=2)C2C=CC=CC=2)[P](C2C=CC=CC=2)(C2C=CC=CC=2)C2C=CC=CC=2)(C2C=CC=CC=2)C2C=CC=CC=2)=CC=1. The product is [CH3:1][C:2]1[CH:7]=[CH:6][C:5]([S:8]([O:11][CH2:12][CH:13]2[CH2:17][C:16]3[CH:18]=[CH:19][CH:20]=[C:21]([C:30]4[CH:35]=[CH:34][CH:33]=[CH:32][CH:31]=4)[C:15]=3[O:14]2)(=[O:9])=[O:10])=[CH:4][CH:3]=1. The yield is 0.320. (5) The reactants are [Cl:1][C:2]1[CH:11]=[C:10]([Cl:12])[C:9]2[C:4](=[CH:5][CH:6]=[CH:7][CH:8]=2)[N:3]=1.[NH:13]([CH3:15])[CH3:14].C([O-])(O)=O.[Na+]. The catalyst is C1COCC1. The product is [Cl:1][C:2]1[CH:11]=[C:10]([N:13]([CH3:15])[CH3:14])[C:9]2[C:4](=[CH:5][CH:6]=[CH:7][CH:8]=2)[N:3]=1.[Cl:12][C:10]1[C:9]2[C:4](=[CH:5][CH:6]=[CH:7][CH:8]=2)[N:3]=[C:2]([N:13]([CH3:15])[CH3:14])[CH:11]=1. The yield is 0.410. (6) The reactants are Cl.[CH3:2][C:3]1([CH3:9])[CH2:7][NH:6][CH2:5][C@@H:4]1[OH:8].Cl[C:11]([O:13][CH2:14][C:15]1[CH:20]=[CH:19][CH:18]=[CH:17][CH:16]=1)=[O:12]. The catalyst is C(Cl)Cl. The product is [OH:8][C@H:4]1[CH2:5][N:6]([C:11]([O:13][CH2:14][C:15]2[CH:20]=[CH:19][CH:18]=[CH:17][CH:16]=2)=[O:12])[CH2:7][C:3]1([CH3:9])[CH3:2]. The yield is 0.890. (7) The reactants are F[C:2]1[CH:3]=[C:4]([CH:7]=[CH:8][C:9]=1[N+:10]([O-:12])=[O:11])[C:5]#[N:6].Cl.[CH2:14]([O:16][C:17](=[O:21])[CH2:18][CH2:19][NH2:20])[CH3:15].CCN(C(C)C)C(C)C. The catalyst is CC(N(C)C)=O.C(OCC)(=O)C. The product is [CH2:14]([O:16][C:17](=[O:21])[CH2:18][CH2:19][NH:20][C:2]1[CH:3]=[C:4]([C:5]#[N:6])[CH:7]=[CH:8][C:9]=1[N+:10]([O-:12])=[O:11])[CH3:15]. The yield is 0.960. (8) The reactants are S(Cl)(Cl)=O.[CH3:5][N:6]1[CH2:11][CH2:10][N:9]([CH2:12][C:13]2[CH:21]=[CH:20][C:16]([C:17]([OH:19])=O)=[CH:15][CH:14]=2)[CH2:8][CH2:7]1.[CH3:22][C:23]1[CH:29]=[CH:28][C:26]([NH2:27])=[CH:25][C:24]=1[N+:30]([O-:32])=[O:31].N1C=CC=CC=1. The catalyst is C1(C)C=CC=CC=1. The product is [CH3:22][C:23]1[CH:29]=[CH:28][C:26]([NH:27][C:17](=[O:19])[C:16]2[CH:15]=[CH:14][C:13]([CH2:12][N:9]3[CH2:8][CH2:7][N:6]([CH3:5])[CH2:11][CH2:10]3)=[CH:21][CH:20]=2)=[CH:25][C:24]=1[N+:30]([O-:32])=[O:31]. The yield is 0.960.